This data is from Reaction yield outcomes from USPTO patents with 853,638 reactions. The task is: Predict the reaction yield, written as a fraction of the theoretical maximum amount of product (1.0 means a 100% yield; for example, 0.34 means a 34% yield). (1) The reactants are [CH3:1][C:2]1[NH:3][C:4](=O)[C:5]2[C:10]3[CH2:11][CH2:12][CH2:13][CH2:14][C:9]=3[S:8][C:6]=2[N:7]=1.O=P(Cl)(Cl)[Cl:18].C(Cl)(Cl)Cl.CCCCCC. The catalyst is C(OC(=O)C)(=O)C. The product is [Cl:18][C:4]1[C:5]2[C:10]3[CH2:11][CH2:12][CH2:13][CH2:14][C:9]=3[S:8][C:6]=2[N:7]=[C:2]([CH3:1])[N:3]=1. The yield is 0.810. (2) The reactants are [OH:1][CH:2]([CH2:18][CH2:19][C:20]1[CH:25]=[CH:24][C:23](I)=[CH:22][CH:21]=1)[CH:3]([CH2:7][CH2:8][N:9]1[CH:14]=[CH:13][C:12](=[O:15])[N:11]([CH3:16])[C:10]1=[O:17])[C:4]([OH:6])=[O:5].[C:27]([C:30]1[CH:35]=[CH:34][C:33](B(O)O)=[CH:32][CH:31]=1)(=[O:29])[CH3:28].C(=O)([O-])[O-].[Na+].[Na+]. The catalyst is CN(C)C=O.[Pd]. The product is [C:27]([C:30]1[CH:35]=[CH:34][C:33]([C:23]2[CH:24]=[CH:25][C:20]([CH2:19][CH2:18][CH:2]([OH:1])[CH:3]([CH2:7][CH2:8][N:9]3[CH:14]=[CH:13][C:12](=[O:15])[N:11]([CH3:16])[C:10]3=[O:17])[C:4]([OH:6])=[O:5])=[CH:21][CH:22]=2)=[CH:32][CH:31]=1)(=[O:29])[CH3:28]. The yield is 0.610. (3) The reactants are [CH2:1]([NH:8][C:9]1[C:18]2[C:13](=[CH:14][CH:15]=[CH:16][CH:17]=2)[N:12]=[C:11](Cl)[N:10]=1)[C:2]1[CH:7]=[CH:6][CH:5]=[CH:4][CH:3]=1.[CH3:20][CH2:21][N:22](CC)[CH2:23][CH3:24].N1CCCC1. No catalyst specified. The product is [CH2:1]([NH:8][C:9]1[C:18]2[C:13](=[CH:14][CH:15]=[CH:16][CH:17]=2)[N:12]=[C:11]([N:22]2[CH2:23][CH2:24][CH2:20][CH2:21]2)[N:10]=1)[C:2]1[CH:7]=[CH:6][CH:5]=[CH:4][CH:3]=1. The yield is 0.850.